This data is from Forward reaction prediction with 1.9M reactions from USPTO patents (1976-2016). The task is: Predict the product of the given reaction. (1) Given the reactants [NH2:1][C:2]1[CH:7]=[CH:6][C:5]([CH3:8])=[CH:4][N:3]=1.[O:9]=[C:10]1[CH2:15][O:14][CH2:13][CH2:12][N:11]1[C@H:16]1[CH2:21][CH2:20][C@H:19]([C:22]([NH:24][C:25]2[C:29]3=[N:30][CH:31]=[CH:32][CH:33]=[C:28]3[O:27][C:26]=2[C:34](OC)=[O:35])=[O:23])[CH2:18][CH2:17]1.Cl.C(=O)([O-])O.[Na+], predict the reaction product. The product is: [CH3:8][C:5]1[CH:6]=[CH:7][C:2]([NH:1][C:34]([C:26]2[O:27][C:28]3[C:29](=[N:30][CH:31]=[CH:32][CH:33]=3)[C:25]=2[NH:24][C:22]([C@H:19]2[CH2:20][CH2:21][C@H:16]([N:11]3[CH2:12][CH2:13][O:14][CH2:15][C:10]3=[O:9])[CH2:17][CH2:18]2)=[O:23])=[O:35])=[N:3][CH:4]=1. (2) Given the reactants [CH:1](/[C:5]1[CH:10]=[C:9]([N+:11]([O-])=O)[CH:8]=[C:7]([O:14][CH3:15])[CH:6]=1)=[CH:2]\[CH2:3][CH3:4], predict the reaction product. The product is: [CH2:1]([C:5]1[CH:10]=[C:9]([CH:8]=[C:7]([O:14][CH3:15])[CH:6]=1)[NH2:11])[CH2:2][CH2:3][CH3:4].